This data is from NCI-60 drug combinations with 297,098 pairs across 59 cell lines. The task is: Regression. Given two drug SMILES strings and cell line genomic features, predict the synergy score measuring deviation from expected non-interaction effect. (1) Cell line: KM12. Drug 2: CCC1(CC2CC(C3=C(CCN(C2)C1)C4=CC=CC=C4N3)(C5=C(C=C6C(=C5)C78CCN9C7C(C=CC9)(C(C(C8N6C=O)(C(=O)OC)O)OC(=O)C)CC)OC)C(=O)OC)O.OS(=O)(=O)O. Drug 1: CC12CCC3C(C1CCC2=O)CC(=C)C4=CC(=O)C=CC34C. Synergy scores: CSS=44.9, Synergy_ZIP=-6.36, Synergy_Bliss=-7.24, Synergy_Loewe=-2.05, Synergy_HSA=0.0906. (2) Drug 1: COC1=CC(=CC(=C1O)OC)C2C3C(COC3=O)C(C4=CC5=C(C=C24)OCO5)OC6C(C(C7C(O6)COC(O7)C8=CC=CS8)O)O. Drug 2: CCC1=C2CN3C(=CC4=C(C3=O)COC(=O)C4(CC)O)C2=NC5=C1C=C(C=C5)O. Cell line: SK-MEL-5. Synergy scores: CSS=33.4, Synergy_ZIP=-8.31, Synergy_Bliss=-1.08, Synergy_Loewe=-5.15, Synergy_HSA=0.808. (3) Drug 1: CC1=C(C=C(C=C1)C(=O)NC2=CC(=CC(=C2)C(F)(F)F)N3C=C(N=C3)C)NC4=NC=CC(=N4)C5=CN=CC=C5. Drug 2: COC1=NC(=NC2=C1N=CN2C3C(C(C(O3)CO)O)O)N. Cell line: RXF 393. Synergy scores: CSS=-7.56, Synergy_ZIP=4.41, Synergy_Bliss=0.0810, Synergy_Loewe=-10.3, Synergy_HSA=-10.1. (4) Drug 1: CC1C(C(CC(O1)OC2CC(CC3=C2C(=C4C(=C3O)C(=O)C5=C(C4=O)C(=CC=C5)OC)O)(C(=O)C)O)N)O.Cl. Drug 2: CC1C(C(CC(O1)OC2CC(CC3=C2C(=C4C(=C3O)C(=O)C5=CC=CC=C5C4=O)O)(C(=O)C)O)N)O. Cell line: MALME-3M. Synergy scores: CSS=45.3, Synergy_ZIP=2.32, Synergy_Bliss=4.45, Synergy_Loewe=-7.11, Synergy_HSA=3.47. (5) Drug 1: CCC1=C2CN3C(=CC4=C(C3=O)COC(=O)C4(CC)O)C2=NC5=C1C=C(C=C5)O. Drug 2: CC1C(C(CC(O1)OC2CC(CC3=C2C(=C4C(=C3O)C(=O)C5=CC=CC=C5C4=O)O)(C(=O)C)O)N)O. Cell line: HCC-2998. Synergy scores: CSS=62.5, Synergy_ZIP=-7.88, Synergy_Bliss=-4.40, Synergy_Loewe=-2.90, Synergy_HSA=0.659. (6) Drug 1: CCCS(=O)(=O)NC1=C(C(=C(C=C1)F)C(=O)C2=CNC3=C2C=C(C=N3)C4=CC=C(C=C4)Cl)F. Drug 2: CN(C(=O)NC(C=O)C(C(C(CO)O)O)O)N=O. Cell line: HCT116. Synergy scores: CSS=-9.38, Synergy_ZIP=-0.562, Synergy_Bliss=-10.2, Synergy_Loewe=-12.1, Synergy_HSA=-12.0. (7) Drug 1: C1CC(=O)NC(=O)C1N2CC3=C(C2=O)C=CC=C3N. Drug 2: CN(C(=O)NC(C=O)C(C(C(CO)O)O)O)N=O. Cell line: HOP-62. Synergy scores: CSS=2.07, Synergy_ZIP=-2.29, Synergy_Bliss=-3.41, Synergy_Loewe=1.15, Synergy_HSA=-2.05. (8) Drug 1: CC=C1C(=O)NC(C(=O)OC2CC(=O)NC(C(=O)NC(CSSCCC=C2)C(=O)N1)C(C)C)C(C)C. Drug 2: C1=CN(C=N1)CC(O)(P(=O)(O)O)P(=O)(O)O. Cell line: SF-268. Synergy scores: CSS=28.5, Synergy_ZIP=3.03, Synergy_Bliss=3.47, Synergy_Loewe=-34.7, Synergy_HSA=1.99. (9) Drug 1: C1CN(P(=O)(OC1)NCCCl)CCCl. Drug 2: COCCOC1=C(C=C2C(=C1)C(=NC=N2)NC3=CC=CC(=C3)C#C)OCCOC.Cl. Cell line: CCRF-CEM. Synergy scores: CSS=0.0795, Synergy_ZIP=-1.68, Synergy_Bliss=-3.19, Synergy_Loewe=-5.30, Synergy_HSA=-3.42.